This data is from Full USPTO retrosynthesis dataset with 1.9M reactions from patents (1976-2016). The task is: Predict the reactants needed to synthesize the given product. (1) Given the product [CH2:29]([O:28][C:26](=[O:27])[CH2:25][N:9]([CH2:10][CH2:11][CH2:12][O:13][C:14]1[CH:23]=[CH:22][C:21]2[C:16](=[CH:17][CH:18]=[CH:19][CH:20]=2)[CH:15]=1)[C:6]1[CH:5]=[CH:4][C:3]([O:2][CH3:1])=[CH:8][CH:7]=1)[CH3:30], predict the reactants needed to synthesize it. The reactants are: [CH3:1][O:2][C:3]1[CH:8]=[CH:7][C:6]([NH:9][CH2:10][CH2:11][CH2:12][O:13][C:14]2[CH:23]=[CH:22][C:21]3[C:16](=[CH:17][CH:18]=[CH:19][CH:20]=3)[CH:15]=2)=[CH:5][CH:4]=1.Br[CH2:25][C:26]([O:28][CH2:29][CH3:30])=[O:27]. (2) Given the product [N:44]12[CH2:49][CH2:48][CH:47]([CH2:46][CH2:45]1)[C@H:42]([NH:41][C:2]1[N:7]=[CH:6][C:5]([C:8]3[N:13]4[N:14]=[C:15]([C:24]5[CH:29]=[CH:28][N:27]=[CH:26][CH:25]=5)[C:16]([C:17]5[CH:18]=[C:19]([OH:23])[CH:20]=[CH:21][CH:22]=5)=[C:12]4[N:11]=[CH:10][CH:9]=3)=[CH:4][CH:3]=1)[CH2:43]2, predict the reactants needed to synthesize it. The reactants are: Br[C:2]1[N:7]=[CH:6][C:5]([C:8]2[N:13]3[N:14]=[C:15]([C:24]4[CH:29]=[CH:28][N:27]=[CH:26][CH:25]=4)[C:16]([C:17]4[CH:18]=[C:19]([OH:23])[CH:20]=[CH:21][CH:22]=4)=[C:12]3[N:11]=[CH:10][CH:9]=2)=[CH:4][CH:3]=1.C(N(C(C)C)CC)(C)C.Cl.Cl.[NH2:41][C@H:42]1[CH:47]2[CH2:48][CH2:49][N:44]([CH2:45][CH2:46]2)[CH2:43]1. (3) Given the product [CH3:44][C:32]1[N:31]([CH2:30][C:27]2[CH:28]=[CH:29][C:24]([C:19]3[C:18]([C:16]([OH:17])=[O:15])=[CH:23][CH:22]=[CH:21][CH:20]=3)=[CH:25][CH:26]=2)[C:39]2[C:34]([C:33]=1[CH3:43])=[CH:35][C:36]([C:40](=[O:41])[NH:9][C@H:7]([C:4]1[CH:5]=[CH:6][C:1]([CH3:10])=[CH:2][CH:3]=1)[CH3:8])=[CH:37][CH:38]=2, predict the reactants needed to synthesize it. The reactants are: [C:1]1([CH3:10])[CH:6]=[CH:5][C:4]([C@@H:7]([NH2:9])[CH3:8])=[CH:3][CH:2]=1.C([O:15][C:16]([C:18]1[CH:23]=[CH:22][CH:21]=[CH:20][C:19]=1[C:24]1[CH:29]=[CH:28][C:27]([CH2:30][N:31]2[C:39]3[C:34](=[CH:35][C:36]([C:40](O)=[O:41])=[CH:37][CH:38]=3)[C:33]([CH3:43])=[C:32]2[CH3:44])=[CH:26][CH:25]=1)=[O:17])(C)(C)C. (4) Given the product [CH3:19][O:18][C:15]1[CH:16]=[CH:17][C:12]([CH2:11][C@H:10]([NH:20][C:21](=[O:35])[C@@H:22]([NH:24][C:25](=[O:34])[CH2:26][CH2:27][C:28]2[N:29]([CH3:33])[N:30]=[CH:31][CH:32]=2)[CH3:23])[C:9]([OH:36])=[O:8])=[CH:13][CH:14]=1, predict the reactants needed to synthesize it. The reactants are: C([O:8][C:9](=[O:36])[C@@H:10]([NH:20][C:21](=[O:35])[C@@H:22]([NH:24][C:25](=[O:34])[CH2:26][CH2:27][C:28]1[N:29]([CH3:33])[N:30]=[CH:31][CH:32]=1)[CH3:23])[CH2:11][C:12]1[CH:17]=[CH:16][C:15]([O:18][CH3:19])=[CH:14][CH:13]=1)C1C=CC=CC=1. (5) Given the product [Br:1][C:2]1[CH:9]=[CH:8][C:5]([C:6]#[N:7])=[C:4]([OH:13])[CH:3]=1, predict the reactants needed to synthesize it. The reactants are: [Br:1][C:2]1[CH:9]=[CH:8][C:5]([C:6]#[N:7])=[C:4](F)[CH:3]=1.CS(CCO)(=O)=[O:13].[H-].[Na+].